This data is from Full USPTO retrosynthesis dataset with 1.9M reactions from patents (1976-2016). The task is: Predict the reactants needed to synthesize the given product. (1) Given the product [S:16]1[C:17]2[CH:23]=[CH:22][CH:21]=[CH:20][C:18]=2[CH2:19][N:13]([C:4]2[CH:3]=[C:2]([N:26]3[CH2:30][CH2:29][CH:28]([NH2:31])[CH2:27]3)[C:11]3[C:6](=[CH:7][CH:8]=[C:9]([CH3:12])[CH:10]=3)[N:5]=2)[CH2:14][CH2:15]1, predict the reactants needed to synthesize it. The reactants are: Cl[C:2]1[C:11]2[C:6](=[CH:7][CH:8]=[C:9]([CH3:12])[CH:10]=2)[N:5]=[C:4]([N:13]2[CH2:19][C:18]3[CH:20]=[CH:21][C:22](OC)=[CH:23][C:17]=3[S:16][CH2:15][CH2:14]2)[CH:3]=1.[NH:26]1[CH2:30][CH2:29][CH:28]([NH2:31])[CH2:27]1. (2) Given the product [CH:9]([C:6]1[CH:7]=[CH:8][C:3]([CH2:2][N:15]2[C:11](=[O:21])[C:12]3[C:13](=[CH:17][CH:18]=[CH:19][CH:20]=3)[C:14]2=[O:16])=[CH:4][CH:5]=1)=[CH2:10], predict the reactants needed to synthesize it. The reactants are: Cl[CH2:2][C:3]1[CH:8]=[CH:7][C:6]([CH:9]=[CH2:10])=[CH:5][CH:4]=1.[C:11]1(=[O:21])[NH:15][C:14](=[O:16])[C:13]2=[CH:17][CH:18]=[CH:19][CH:20]=[C:12]12.[K]. (3) Given the product [CH3:1][O:2][C:3](=[O:35])[CH:4]([N:16]1[CH2:38][CH2:37][N:21]([S:22]([C:25]2[CH:30]=[CH:29][CH:28]=[CH:27][C:26]=2[N+:31]([O-:33])=[O:32])(=[O:24])=[O:23])[CH:18]([CH2:19][CH3:20])[C:17]1=[O:34])[CH2:5][C:6]1[CH:15]=[CH:14][C:13]2[C:8](=[CH:9][CH:10]=[CH:11][CH:12]=2)[CH:7]=1, predict the reactants needed to synthesize it. The reactants are: [CH3:1][O:2][C:3](=[O:35])[CH:4]([NH:16][C:17](=[O:34])[CH:18]([NH:21][S:22]([C:25]1[CH:30]=[CH:29][CH:28]=[CH:27][C:26]=1[N+:31]([O-:33])=[O:32])(=[O:24])=[O:23])[CH2:19][CH3:20])[CH2:5][C:6]1[CH:15]=[CH:14][C:13]2[C:8](=[CH:9][CH:10]=[CH:11][CH:12]=2)[CH:7]=1.Br[CH2:37][CH2:38]Br.C(=O)([O-])[O-].[K+].[K+].OS([O-])(=O)=O.[K+]. (4) Given the product [Cl:1][C:2]1[CH:7]=[CH:6][C:5]([NH:8][C:9](=[O:21])[C:10]2[CH:15]=[CH:14][C:13]([C:16]([F:18])([F:19])[F:17])=[N:12][C:11]=2[CH3:20])=[CH:4][C:3]=1[CH:22]=[O:23], predict the reactants needed to synthesize it. The reactants are: [Cl:1][C:2]1[CH:7]=[CH:6][C:5]([NH:8][C:9](=[O:21])[C:10]2[CH:15]=[CH:14][C:13]([C:16]([F:19])([F:18])[F:17])=[N:12][C:11]=2[CH3:20])=[CH:4][C:3]=1[CH2:22][OH:23]. (5) Given the product [NH2:1][C:2]1[N:7]=[C:6]([NH:17][C:16]2[CH:15]=[CH:14][CH:23]=[CH:22][CH:20]=2)[CH:5]=[C:4]([NH:9][CH3:10])[N:3]=1, predict the reactants needed to synthesize it. The reactants are: [NH2:1][C:2]1[N:7]=[C:6](Cl)[CH:5]=[C:4]([NH:9][CH3:10])[N:3]=1.NC1[N:17]=[C:16](Cl)[CH:15]=[C:14](Cl)N=1.[CH3:20]N.[CH2:22](O)[CH3:23]. (6) Given the product [CH3:19][C:20]1[CH:21]=[CH:22][C:23]([C:24]([O:26][C@@H:27]([C@H:31]([O:35][C:36](=[O:44])[C:37]2[CH:38]=[CH:39][C:40]([CH3:43])=[CH:41][CH:42]=2)[C:32]([OH:34])=[O:33])[C:28]([OH:30])=[O:29])=[O:25])=[CH:45][CH:46]=1.[CH3:1][O:2][C:3]1[CH:8]=[CH:7][CH:6]=[CH:5][C:4]=1[C@@H:9]1[C:18]2[C:13](=[CH:14][CH:15]=[CH:16][CH:17]=2)[CH2:12][CH2:11][NH:10]1, predict the reactants needed to synthesize it. The reactants are: [CH3:1][O:2][C:3]1[CH:8]=[CH:7][CH:6]=[CH:5][C:4]=1[CH:9]1[C:18]2[C:13](=[CH:14][CH:15]=[CH:16][CH:17]=2)[CH2:12][CH2:11][NH:10]1.[CH3:19][C:20]1[CH:46]=[CH:45][C:23]([C:24]([O:26][C@@H:27]([C@H:31]([O:35][C:36](=[O:44])[C:37]2[CH:42]=[CH:41][C:40]([CH3:43])=[CH:39][CH:38]=2)[C:32]([OH:34])=[O:33])[C:28]([OH:30])=[O:29])=[O:25])=[CH:22][CH:21]=1.